Dataset: Catalyst prediction with 721,799 reactions and 888 catalyst types from USPTO. Task: Predict which catalyst facilitates the given reaction. (1) Reactant: Cl.[Si]([O:9][CH2:10][C:11]1[CH:12]=[C:13]2[C:18](=[N:19][C:20]=1[CH:21](OC)[O:22]C)[N:17]([C:26]([NH:28][C:29]1[CH:34]=[C:33]([NH:35][CH2:36][C:37]([OH:40])([CH3:39])[CH3:38])[C:32]([C:41]#[N:42])=[CH:31][N:30]=1)=[O:27])[CH2:16][CH2:15][CH2:14]2)(C(C)(C)C)(C)C.C([O-])(O)=O.[Na+]. Product: [C:41]([C:32]1[C:33]([NH:35][CH2:36][C:37]([OH:40])([CH3:38])[CH3:39])=[CH:34][C:29]([NH:28][C:26]([N:17]2[C:18]3[C:13](=[CH:12][C:11]([CH2:10][OH:9])=[C:20]([CH:21]=[O:22])[N:19]=3)[CH2:14][CH2:15][CH2:16]2)=[O:27])=[N:30][CH:31]=1)#[N:42]. The catalyst class is: 20. (2) Reactant: CCCCC.CC(=[O:11])CCC.[Na].[CH:13]1[CH:18]=[C:17]([O:19][CH2:20][C:21]2C=CC(Cl)=CC=2)[CH:16]=[C:15](/[CH:28]=C2\C(N(CCC(O)=O)C(S\2)=S)=O)[CH:14]=1. Product: [CH3:28][C:15]([CH2:14][CH2:13][CH3:18])=[CH:16][C:17]([O:19][CH2:20][CH3:21])=[O:11]. The catalyst class is: 8.